From a dataset of Full USPTO retrosynthesis dataset with 1.9M reactions from patents (1976-2016). Predict the reactants needed to synthesize the given product. Given the product [Cl:1][C:2]1[CH:7]=[CH:6][C:5]([S:8]([OH:11])(=[O:10])=[O:9])=[CH:4][C:3]=1[NH:12][C:22](=[O:23])[CH2:21][CH2:20][C@@H:19]([C:25]([OH:27])=[O:26])[NH2:18], predict the reactants needed to synthesize it. The reactants are: [Cl:1][C:2]1[CH:7]=[CH:6][C:5]([S:8]([O-:11])(=[O:10])=[O:9])=[CH:4][C:3]=1[N+:12]([O-])=O.[Na+].[H][H].[NH:18](C(OC(C)(C)C)=O)[C@H:19]([C:25]([O:27]C(C)(C)C)=[O:26])[CH2:20][CH2:21][C:22](=O)[OH:23].Cl.C1C=NC2N(O)N=NC=2C=1.CN(C(ON1N=NC2C=CC=NC1=2)=[N+](C)C)C.F[P-](F)(F)(F)(F)F.CCN(C(C)C)C(C)C.